Regression. Given a peptide amino acid sequence and an MHC pseudo amino acid sequence, predict their binding affinity value. This is MHC class I binding data. From a dataset of Peptide-MHC class I binding affinity with 185,985 pairs from IEDB/IMGT. (1) The peptide sequence is FTNMEAQLVR. The MHC is HLA-B35:01 with pseudo-sequence HLA-B35:01. The binding affinity (normalized) is 0.133. (2) The peptide sequence is LSPQQICTNF. The MHC is H-2-Db with pseudo-sequence H-2-Db. The binding affinity (normalized) is 0.